From a dataset of Forward reaction prediction with 1.9M reactions from USPTO patents (1976-2016). Predict the product of the given reaction. (1) Given the reactants [N:1]1[CH:6]=[CH:5][CH:4]=[C:3]([S:7](Cl)(=[O:9])=[O:8])[CH:2]=1.[NH2:11][C:12]1[CH:13]=[C:14]([CH:18]2[CH2:27][C:26]([CH3:29])([CH3:28])[C:25]3[C:20](=[CH:21][CH:22]=[C:23]([C:30]#[N:31])[CH:24]=3)[NH:19]2)[CH:15]=[CH:16][CH:17]=1.N1C=CC=CC=1, predict the reaction product. The product is: [C:30]([C:23]1[CH:24]=[C:25]2[C:20](=[CH:21][CH:22]=1)[NH:19][CH:18]([C:14]1[CH:13]=[C:12]([NH:11][S:7]([C:3]3[CH:2]=[N:1][CH:6]=[CH:5][CH:4]=3)(=[O:9])=[O:8])[CH:17]=[CH:16][CH:15]=1)[CH2:27][C:26]2([CH3:29])[CH3:28])#[N:31]. (2) Given the reactants C([O:4][C:5]1[CH:10]=[C:9]([N+:11]([O-:13])=[O:12])[C:8]([NH:14]C(=O)C)=[C:7]([CH3:18])[CH:6]=1)(=O)C, predict the reaction product. The product is: [NH2:14][C:8]1[C:9]([N+:11]([O-:13])=[O:12])=[CH:10][C:5]([OH:4])=[CH:6][C:7]=1[CH3:18]. (3) Given the reactants Br[C:2]1[CH:3]=[N:4][C:5]2[C:10]([CH:11]=1)=[CH:9][CH:8]=[CH:7][CH:6]=2.P([O-])([O-])([O-])=O.[K+].[K+].[K+].B(O)(O)[C:21]1[CH:26]=[CH:25][N:24]=[CH:23][CH:22]=1, predict the reaction product. The product is: [N:24]1[CH:25]=[CH:26][C:21]([C:2]2[CH:3]=[N:4][C:5]3[C:10]([CH:11]=2)=[CH:9][CH:8]=[CH:7][CH:6]=3)=[CH:22][CH:23]=1. (4) Given the reactants [CH3:1][O:2][C:3]1[CH:4]=[C:5]([CH:7]=[C:8]([O:12][CH3:13])[C:9]=1[O:10][CH3:11])[NH2:6].[CH:14](=O)/[CH:15]=[CH:16]/[CH3:17], predict the reaction product. The product is: [CH3:17][C:16]1[CH:15]=[CH:14][C:7]2[C:5](=[CH:4][C:3]([O:2][CH3:1])=[C:9]([O:10][CH3:11])[C:8]=2[O:12][CH3:13])[N:6]=1.